Dataset: Forward reaction prediction with 1.9M reactions from USPTO patents (1976-2016). Task: Predict the product of the given reaction. (1) Given the reactants Br[C:2]1[CH:3]=[C:4]2[C:9](=[CH:10][CH:11]=1)[N:8]1[CH:12]=[N:13][C:14]([C:15]([O:17][CH2:18][CH3:19])=[O:16])=[C:7]1[CH2:6][CH2:5]2.[CH:20](/B(O)O)=[CH:21]\[CH3:22].C(P(C(C)(C)C)C(C)(C)C)(C)(C)C.C(=O)([O-])[O-].[K+].[K+].C=C(C1C=C2C(=CC=1)N1C=NC(C(OCC)=O)=C1CC2)C, predict the reaction product. The product is: [CH:20](/[C:2]1[CH:3]=[C:4]2[C:9](=[CH:10][CH:11]=1)[N:8]1[CH:12]=[N:13][C:14]([C:15]([O:17][CH2:18][CH3:19])=[O:16])=[C:7]1[CH2:6][CH2:5]2)=[CH:21]\[CH3:22]. (2) Given the reactants C(N(CC)CC)C.[Cl:8][C:9]1[C:18]([CH:19]=[CH2:20])=[C:17]([S:21]([CH3:24])(=[O:23])=[O:22])[CH:16]=[CH:15][C:10]=1[C:11]([O:13][CH3:14])=[O:12].Cl[C:26](=[N:32][OH:33])[C:27]([O:29][CH2:30][CH3:31])=[O:28].O, predict the reaction product. The product is: [Cl:8][C:9]1[C:18]([CH:19]2[O:33][N:32]=[C:26]([C:27]([O:29][CH2:30][CH3:31])=[O:28])[CH2:20]2)=[C:17]([S:21]([CH3:24])(=[O:23])=[O:22])[CH:16]=[CH:15][C:10]=1[C:11]([O:13][CH3:14])=[O:12]. (3) Given the reactants [N:1]([CH2:4][C:5]([C:7]1[CH:12]=[CH:11][C:10]([C:13]([F:16])([F:15])[F:14])=[CH:9][CH:8]=1)=[O:6])=[N+]=[N-].C1(P(C2C=CC=CC=2)C2C=CC=CC=2)C=CC=CC=1.O.C1(C)C=CC(S(O)(=O)=O)=CC=1, predict the reaction product. The product is: [NH2:1][CH2:4][C:5]([C:7]1[CH:12]=[CH:11][C:10]([C:13]([F:14])([F:15])[F:16])=[CH:9][CH:8]=1)=[O:6]. (4) The product is: [Cl:10][C:11]1[N:16]=[CH:15][C:14]([O:17][C:2]2[N:7]=[CH:6][C:5]([CH:8]=[O:9])=[CH:4][CH:3]=2)=[CH:13][CH:12]=1. Given the reactants Br[C:2]1[N:7]=[CH:6][C:5]([CH:8]=[O:9])=[CH:4][CH:3]=1.[Cl:10][C:11]1[N:16]=[CH:15][C:14]([OH:17])=[CH:13][CH:12]=1.C([O-])([O-])=O.[K+].[K+], predict the reaction product. (5) The product is: [C:20]([O:19][C:17](=[O:18])[NH:24][C@H:25]([CH2:26][CH:27]([CH3:28])[CH3:29])[C:30]([NH:5][C:4]1[CH:6]=[C:7]([O:15][CH3:16])[C:8]([C:10]2[O:11][CH:12]=[CH:13][N:14]=2)=[CH:9][C:3]=1[CH2:1][CH3:2])=[O:31])([CH3:23])([CH3:22])[CH3:21]. Given the reactants [CH2:1]([C:3]1[CH:9]=[C:8]([C:10]2[O:11][CH:12]=[CH:13][N:14]=2)[C:7]([O:15][CH3:16])=[CH:6][C:4]=1[NH2:5])[CH3:2].[C:17]([NH:24][C@@H:25]([C:30](O)=[O:31])[CH2:26][CH:27]([CH3:29])[CH3:28])([O:19][C:20]([CH3:23])([CH3:22])[CH3:21])=[O:18].CN(C(ON1N=NC2C=CC=NC1=2)=[N+](C)C)C.F[P-](F)(F)(F)(F)F.O, predict the reaction product. (6) Given the reactants [F:1][C:2]1[CH:7]=[CH:6][C:5]([CH:8]2[CH2:13][CH:12]([N:14]([CH3:16])[CH3:15])[CH2:11][CH2:10][N:9]2[C:17]([O-:19])=[O:18])=[C:4](/[CH:20]=[C:21]2/[C:22](=[O:32])[N:23]=[C:24]([N:26]3[CH2:31][CH2:30][NH:29][CH2:28][CH2:27]3)[S:25]/2)[CH:3]=1.[ClH:33].O1CCOCC1, predict the reaction product. The product is: [ClH:33].[ClH:33].[F:1][C:2]1[CH:7]=[CH:6][C:5]([CH:8]2[CH2:13][CH:12]([N:14]([CH3:15])[CH3:16])[CH2:11][CH2:10][N:9]2[C:17]([OH:19])=[O:18])=[C:4](/[CH:20]=[C:21]2/[C:22](=[O:32])[N:23]=[C:24]([N:26]3[CH2:31][CH2:30][NH:29][CH2:28][CH2:27]3)[S:25]/2)[CH:3]=1. (7) Given the reactants [CH2:1]([O:3][C:4](=[O:29])[CH2:5][CH2:6][C:7]1[N:8]([C:19]2[CH:24]=[CH:23][C:22]([C:25](=[O:27])[NH2:26])=[CH:21][C:20]=2[CH3:28])[C:9]([C:12]2[CH:17]=[CH:16][C:15]([NH2:18])=[CH:14][CH:13]=2)=[CH:10][CH:11]=1)[CH3:2].[CH3:30]OC(OC)OC.[N-:37]=[N+:38]=[N-:39].[Na+], predict the reaction product. The product is: [CH2:1]([O:3][C:4](=[O:29])[CH2:5][CH2:6][C:7]1[N:8]([C:19]2[CH:24]=[CH:23][C:22]([C:25](=[O:27])[NH2:26])=[CH:21][C:20]=2[CH3:28])[C:9]([C:12]2[CH:13]=[CH:14][C:15]([N:18]3[CH:30]=[N:39][N:38]=[N:37]3)=[CH:16][CH:17]=2)=[CH:10][CH:11]=1)[CH3:2]. (8) Given the reactants N[C:2]1[CH:3]=[C:4]([CH:7]=[CH:8][C:9]=1[F:10])[CH2:5][OH:6].S(=O)(=O)(O)O.N([O-])=O.[Na+].[I-:20].[K+], predict the reaction product. The product is: [F:10][C:9]1[CH:8]=[CH:7][C:4]([CH2:5][OH:6])=[CH:3][C:2]=1[I:20]. (9) The product is: [CH3:13][N:9]1[C:8]2[CH:14]=[CH:15][C:5]([B:19]3[O:20][C:21]([CH3:23])([CH3:22])[C:17]([CH3:33])([CH3:16])[O:18]3)=[CH:6][C:7]=2[N:11]=[C:10]1[CH3:12]. Given the reactants ClCCl.Br[C:5]1[CH:15]=[CH:14][C:8]2[N:9]([CH3:13])[C:10]([CH3:12])=[N:11][C:7]=2[CH:6]=1.[CH3:16][C:17]1([CH3:33])[C:21]([CH3:23])([CH3:22])[O:20][B:19]([B:19]2[O:20][C:21]([CH3:23])([CH3:22])[C:17]([CH3:33])([CH3:16])[O:18]2)[O:18]1.C([O-])(=O)C.[K+], predict the reaction product. (10) Given the reactants [CH3:1][O:2][C:3]1[CH:8]=[C:7]([O:9][CH3:10])[CH:6]=[CH:5][C:4]=1[C:11]1[N:12]2[N:18]=[C:17]([CH2:19][CH3:20])[C:16]([C:21]([O:23]CC)=[O:22])=[C:13]2[O:14][CH:15]=1.[OH-].[Na+], predict the reaction product. The product is: [CH3:1][O:2][C:3]1[CH:8]=[C:7]([O:9][CH3:10])[CH:6]=[CH:5][C:4]=1[C:11]1[N:12]2[N:18]=[C:17]([CH2:19][CH3:20])[C:16]([C:21]([OH:23])=[O:22])=[C:13]2[O:14][CH:15]=1.